Dataset: CYP2C9 inhibition data for predicting drug metabolism from PubChem BioAssay. Task: Regression/Classification. Given a drug SMILES string, predict its absorption, distribution, metabolism, or excretion properties. Task type varies by dataset: regression for continuous measurements (e.g., permeability, clearance, half-life) or binary classification for categorical outcomes (e.g., BBB penetration, CYP inhibition). Dataset: cyp2c9_veith. The molecule is Cc1nc2cnc(N3CCN(C)CC3)nc2n(CCc2ccccc2)c1=O. The result is 0 (non-inhibitor).